Dataset: Antibody developability classification from SAbDab with 2,409 antibodies. Task: Regression/Classification. Given an antibody's heavy chain and light chain sequences, predict its developability. TAP uses regression for 5 developability metrics; SAbDab uses binary classification. (1) The antibody is ['EVQLVQSGAEVKKDLASVKVSCKVSGYTFTDYYMHWVQQAPGKGLEWMGLVDPQEGETTYAEKFQGRVTITADTSTDTAYMELSSLRSEDTAVYYCAKESFGIPHFWGQGTLVTVSS', 'EIVLTQSPGTLSLSPGERATLSCRASQSVTSTYLAWHQQKPGQAPRLLIYSASSRATGIPDRFSGSGSGTDFTLTISRLEPEDFAVYYCQQYGSSPPYTFGQGTKVDIK']. Result: 0 (not developable). (2) The antibody is ['EVKLVESGGGLVQPGGSLSLSCAASGFTFSDYYMTWVRQAPGKAPEWLALIRNKRNGDTAEYSASVKGRFTISRDYSRSILHLQMNALRTEDSATYYCVRQGRGYTLDYWGQGTSVTVSS', 'DIQMNQSPSSLSASLGDTISITCRASQNINIWLSWYQQKPGNVPKLLIYKASNLHTGVPSRFSGSGSGTDFTLIISSLQPEDIATYYCLQGQSYPRTFGGGTKLEIK']. Result: 1 (developable). (3) The antibody is ['AVQLQESGPSLVKPSQTLSLTCSVTGDSVTSDIWSWIRKFPGNKLEYMGYISYSGSTYYHPSLKSRISITRDTSKNQYYLQLNSVTTEDTATYYCASWGGDVWGAGTTVTVSS', 'PROT_86A5FDE1']. Result: 1 (developable). (4) The antibody is ['1rzk', '1rzk_L']. Result: 0 (not developable). (5) The antibody is ['1rzk', '1rzk_L']. Result: 0 (not developable). (6) The antibody is ['QVQLVQSGPELKKPGETVKISCKASGYMFTNYGMNWVKQAPGKALKWMGWINPYTGESTFADDFKGRFAFFLETSATTAYLQINNLKNEDTATYFCARGTTIVRAFDYWGQGTSVTVSS', 'ELVMTQTPLSLPVSLGDQASISCRSSQSLVHSNGNTYLHWYLQKPGQSPKFLIYKVSNRFSGVPDRFSGSGSGTDFILKISRVEAEDLGVYFCSQSTHFFPTFGGGTKLEIK']. Result: 0 (not developable). (7) The antibody is ['5hi3', 'NFMLTQPHSVSESPGKTVTISCTRSSGSLANYYVQWYQQRPGSSPTIVIFANNQRPSGVPDRFSGSIDSSSNSASLTISGLKTEDEADYYCQTYDPYSVVFGGGTKLTVL']. Result: 0 (not developable). (8) The antibody is ['DVQLVESGGGLVQPGGSRKLSCAASGFTFSSFGMHWVRQAPEKGLEWVAYISSGSSTLHYADTVKGRFTISRDNPKNTLFLQMTSLRSEDTGMYYCARWGNYPYYAMDYWGQGTSVTVSS', 'NIVMTQSPKSMSMSVGERVTLTCKASENVVTYVSWYQQKPEQSPKLLIYGASNRYTGVPDRFTGSGSATDFTLTISSVQAEDLADYHCGQGNSYPYTFGGGTKLEIK']. Result: 1 (developable). (9) The antibody is ['4xbe', '4wy7_L']. Result: 0 (not developable).